Task: Predict which catalyst facilitates the given reaction.. Dataset: Catalyst prediction with 721,799 reactions and 888 catalyst types from USPTO Reactant: [CH2:1]([OH:8])[C:2]1[CH:7]=[CH:6][CH:5]=[CH:4][CH:3]=1.[H-].[Na+].Cl[C:12]1[C:22]2[C:21](=[O:23])[N:20]([CH2:24][CH3:25])[CH2:19][C:18]([CH3:27])([CH3:26])[O:17][C:16]=2[N:15]=[C:14]([S:28][CH3:29])[N:13]=1.O. Product: [CH2:1]([O:8][C:12]1[C:22]2[C:21](=[O:23])[N:20]([CH2:24][CH3:25])[CH2:19][C:18]([CH3:26])([CH3:27])[O:17][C:16]=2[N:15]=[C:14]([S:28][CH3:29])[N:13]=1)[C:2]1[CH:7]=[CH:6][CH:5]=[CH:4][CH:3]=1. The catalyst class is: 1.